Dataset: Peptide-MHC class I binding affinity with 185,985 pairs from IEDB/IMGT. Task: Regression. Given a peptide amino acid sequence and an MHC pseudo amino acid sequence, predict their binding affinity value. This is MHC class I binding data. (1) The peptide sequence is NGMYHGLYL. The MHC is HLA-A01:01 with pseudo-sequence HLA-A01:01. The binding affinity (normalized) is 0.244. (2) The peptide sequence is HLKRTILAL. The MHC is HLA-B18:01 with pseudo-sequence HLA-B18:01. The binding affinity (normalized) is 0.0847. (3) The peptide sequence is EVASTHDWST. The MHC is HLA-A02:01 with pseudo-sequence HLA-A02:01. The binding affinity (normalized) is 0. (4) The peptide sequence is LLLIALWNL. The MHC is HLA-B18:01 with pseudo-sequence HLA-B18:01. The binding affinity (normalized) is 0. (5) The peptide sequence is DTAWDFGSL. The MHC is HLA-A26:01 with pseudo-sequence HLA-A26:01. The binding affinity (normalized) is 0.530. (6) The peptide sequence is TISGNIYSAL. The MHC is HLA-A02:01 with pseudo-sequence HLA-A02:01. The binding affinity (normalized) is 0.352.